Dataset: CYP2C9 inhibition data for predicting drug metabolism from PubChem BioAssay. Task: Regression/Classification. Given a drug SMILES string, predict its absorption, distribution, metabolism, or excretion properties. Task type varies by dataset: regression for continuous measurements (e.g., permeability, clearance, half-life) or binary classification for categorical outcomes (e.g., BBB penetration, CYP inhibition). Dataset: cyp2c9_veith. (1) The result is 0 (non-inhibitor). The compound is CC(C)=CCC/C(C)=C/CO/N=C1/C[C@@H](O)[C@@H](O)[C@H]2[C@@H]1CC[C@@H]1C(=O)N(Cc3ccccc3)C(=O)[C@H]12. (2) The molecule is CCCn1nc(Oc2nc(NCC)nc(NCC)n2)ccc1=O. The result is 0 (non-inhibitor). (3) The molecule is COc1ccc(NC(=O)COC(=O)c2ccc(OCc3c(C)noc3C)cc2)cc1OC. The result is 1 (inhibitor). (4) The molecule is CS(=O)(=O)Nc1cccc(-c2cncnc2NCc2ccccc2)c1. The result is 1 (inhibitor). (5) The drug is CCCn1nc(Oc2nc(NCC)nc(NC(C)C)n2)ccc1=O. The result is 0 (non-inhibitor). (6) The molecule is O=C1[C@H]2CC[C@@H]3/C(=N\OC[C@@H](O)COCc4ccco4)C[C@@H](O)[C@@H](O)[C@@H]3[C@@H]2C(=O)N1Cc1ccc2c(c1)OCO2. The result is 0 (non-inhibitor). (7) The compound is NNC(=O)c1ccncc1. The result is 0 (non-inhibitor). (8) The drug is Cc1cc(NC(=O)Nc2ccc(N(C)C)cc2)c2cc(F)cc(F)c2n1. The result is 1 (inhibitor). (9) The compound is COc1ccc(C(=O)N2CCC[C@@]3(CCN(C)C3)C2)cc1. The result is 0 (non-inhibitor).